Predict the product of the given reaction. From a dataset of Forward reaction prediction with 1.9M reactions from USPTO patents (1976-2016). (1) Given the reactants [CH3:1][C:2]1[C:7]([CH:8]([N:12]2[CH2:17][CH2:16][N:15]3[CH2:18][CH2:19][CH2:20][C@@H:14]3[CH2:13]2)[C:9]([O-:11])=O)=[CH:6][CH:5]=[C:4]([CH3:21])[N:3]=1.[K+].CCN(C(C)C)C(C)C.[B-](F)(F)(F)F.CCOC(C(C#N)=NOC(N(C)C)=[N+](C)C)=O.[F:54][C:55]([F:69])([F:68])[C:56]1[CH:57]=[C:58]([NH:66][NH2:67])[CH:59]=[C:60]([C:62]([F:65])([F:64])[F:63])[CH:61]=1, predict the reaction product. The product is: [F:54][C:55]([F:68])([F:69])[C:56]1[CH:57]=[C:58]([NH:66][NH:67][C:9](=[O:11])[CH:8]([C:7]2[C:2]([CH3:1])=[N:3][C:4]([CH3:21])=[CH:5][CH:6]=2)[N:12]2[CH2:17][CH2:16][N:15]3[CH2:18][CH2:19][CH2:20][C@@H:14]3[CH2:13]2)[CH:59]=[C:60]([C:62]([F:65])([F:63])[F:64])[CH:61]=1. (2) Given the reactants [Br:1][C:2]1[CH:3]=[C:4]([N+:18]([O-])=O)[C:5]([NH:9][CH2:10][C@H:11]2[CH2:15][O:14][C:13]([CH3:17])([CH3:16])[O:12]2)=[N:6][C:7]=1[CH3:8].[Cl-].[NH4+].C(O)C.O, predict the reaction product. The product is: [Br:1][C:2]1[CH:3]=[C:4]([NH2:18])[C:5]([NH:9][CH2:10][C@H:11]2[CH2:15][O:14][C:13]([CH3:16])([CH3:17])[O:12]2)=[N:6][C:7]=1[CH3:8]. (3) The product is: [CH:1]1([C:4]2[CH:5]=[CH:6][C:7]([C:19]([N:27]3[CH2:28][C:24]([F:32])([F:23])[CH2:25][C@@H:26]3[C:29]([NH2:31])=[O:30])=[O:21])=[N:8][C:9]=2[O:10][CH2:11][C:12]([F:17])([F:18])[C:13]([F:14])([F:16])[F:15])[CH2:2][CH2:3]1. Given the reactants [CH:1]1([C:4]2[CH:5]=[CH:6][C:7]([C:19]([OH:21])=O)=[N:8][C:9]=2[O:10][CH2:11][C:12]([F:18])([F:17])[C:13]([F:16])([F:15])[F:14])[CH2:3][CH2:2]1.Cl.[F:23][C:24]1([F:32])[CH2:28][NH:27][C@@H:26]([C:29]([NH2:31])=[O:30])[CH2:25]1, predict the reaction product. (4) The product is: [CH2:1]([C:3]1[C:11]2[C:6](=[CH:7][CH:8]=[C:9](/[CH:12]=[C:16](/[C:17](=[O:19])[CH3:18])\[C:14]#[N:15])[CH:10]=2)[NH:5][N:4]=1)[CH3:2]. Given the reactants [CH2:1]([C:3]1[C:11]2[C:6](=[CH:7][CH:8]=[C:9]([CH:12]=O)[CH:10]=2)[NH:5][N:4]=1)[CH3:2].[C:14](/[CH:16]=[C:17](\[O-:19])/[CH3:18])#[N:15].[Na+].C(O)(=O)C.N1CCCCC1, predict the reaction product. (5) Given the reactants [NH:1]1[CH2:6][CH2:5][CH2:4][C@@H:3]([NH:7][C:8](=[O:14])[O:9][C:10]([CH3:13])([CH3:12])[CH3:11])[CH2:2]1.[Br:15][C:16]1[C:17](F)=[C:18]2[C:24]([NH:25][C:26](=[O:30])[CH:27]([CH3:29])[CH3:28])=[CH:23][NH:22][C:19]2=[N:20][CH:21]=1, predict the reaction product. The product is: [Br:15][C:16]1[C:17]([N:1]2[CH2:6][CH2:5][CH2:4][C@@H:3]([NH:7][C:8](=[O:14])[O:9][C:10]([CH3:11])([CH3:13])[CH3:12])[CH2:2]2)=[C:18]2[C:24]([NH:25][C:26](=[O:30])[CH:27]([CH3:28])[CH3:29])=[CH:23][NH:22][C:19]2=[N:20][CH:21]=1. (6) Given the reactants [CH2:1]([O:8][C@@H:9]1[C:17]2[C:12](=[CH:13][CH:14]=[C:15]([C:18]([O:20]CC3C=CC=CC=3)=[O:19])[CH:16]=2)[CH2:11][CH2:10]1)[C:2]1[CH:7]=[CH:6][CH:5]=[CH:4][CH:3]=1.[OH-].[Na+].CO, predict the reaction product. The product is: [CH2:1]([O:8][C@@H:9]1[C:17]2[C:12](=[CH:13][CH:14]=[C:15]([C:18]([OH:20])=[O:19])[CH:16]=2)[CH2:11][CH2:10]1)[C:2]1[CH:7]=[CH:6][CH:5]=[CH:4][CH:3]=1. (7) Given the reactants C(N(C(C)C)CC)(C)C.O.[NH2:11][NH2:12].[CH:13]1([C:16]([C:18]2[CH:19]=[N:20][C:21]([Cl:25])=[CH:22][C:23]=2Cl)=O)[CH2:15][CH2:14]1, predict the reaction product. The product is: [Cl:25][C:21]1[N:20]=[CH:19][C:18]2[C:16]([CH:13]3[CH2:15][CH2:14]3)=[N:11][NH:12][C:23]=2[CH:22]=1.